From a dataset of Rat liver microsome stability data. Regression/Classification. Given a drug SMILES string, predict its absorption, distribution, metabolism, or excretion properties. Task type varies by dataset: regression for continuous measurements (e.g., permeability, clearance, half-life) or binary classification for categorical outcomes (e.g., BBB penetration, CYP inhibition). Dataset: rlm. (1) The drug is Cc1ccccc1C(=O)NC1CCN(c2ccc3nnc(C4CC4)n3n2)CC1. The result is 0 (unstable in rat liver microsomes). (2) The compound is O=S(=O)(Nc1nc2ccccc2s1)c1ccc(NCc2ccc(Br)cc2O)cc1. The result is 0 (unstable in rat liver microsomes). (3) The drug is Cc1nc2ccc(-c3ccccc3Cl)c(CN)c2n1C. The result is 1 (stable in rat liver microsomes). (4) The compound is COc1cc(NC(C)CCCNC(=O)C2CCC3(CC2)OOC2(OO3)C3CC4CC(C3)CC2C4)c2ncccc2c1-c1ccsc1. The result is 0 (unstable in rat liver microsomes).